This data is from Reaction yield outcomes from USPTO patents with 853,638 reactions. The task is: Predict the reaction yield, written as a fraction of the theoretical maximum amount of product (1.0 means a 100% yield; for example, 0.34 means a 34% yield). (1) The product is [Cl:10][C:11]1[CH:36]=[CH:35][CH:34]=[C:33]([O:37][CH3:38])[C:12]=1[CH:13]=[CH:7][C:3]1[N:2]([CH3:1])[CH:6]=[CH:5][CH:4]=1. No catalyst specified. The yield is 0.930. The reactants are [CH3:1][N:2]1[CH:6]=[CH:5][CH:4]=[C:3]1[CH:7]=O.[Cl-].[Cl:10][C:11]1[CH:36]=[CH:35][CH:34]=[C:33]([O:37][CH3:38])[C:12]=1[CH2:13][P+](C1C=CC=CC=1)(C1C=CC=CC=1)C1C=CC=CC=1. (2) The reactants are [CH2:1]([O:8][C:9]1[CH:10]=[C:11]2[C:15](=[CH:16][CH:17]=1)[NH:14][CH:13]=[CH:12]2)[C:2]1[CH:7]=[CH:6][CH:5]=[CH:4][CH:3]=1.[H-].[Na+].O.[CH3:21]N(C=O)C. No catalyst specified. The product is [CH2:1]([O:8][C:9]1[CH:10]=[C:11]2[C:15](=[CH:16][CH:17]=1)[N:14]([CH3:21])[CH:13]=[CH:12]2)[C:2]1[CH:3]=[CH:4][CH:5]=[CH:6][CH:7]=1. The yield is 0.900. (3) The reactants are [F:1][C:2]1[CH:3]=[CH:4][CH:5]=[C:6]2[NH:12]C(=O)[O:10][C:8](=O)[C:7]=12.[CH3:14][O:15][C:16]1[CH:22]=[CH:21][C:19]([NH2:20])=[CH:18][CH:17]=1. No catalyst specified. The product is [CH3:14][O:15][C:16]1[CH:22]=[CH:21][C:19]([NH:20][C:8](=[O:10])[C:7]2[C:2]([F:1])=[CH:3][CH:4]=[CH:5][C:6]=2[NH2:12])=[CH:18][CH:17]=1. The yield is 0.840. (4) The reactants are [NH2:1][C:2]1[CH:3]=[C:4]2[C@@:15]3([CH2:20][CH2:19][O:18]/[C:17](=[N:21]\C(=O)C4C=CC=CC=4)/[NH:16]3)[C:14]3[CH:13]=[C:12]([Cl:30])[N:11]=[C:10]([F:31])[C:9]=3[O:8][C:5]2=[CH:6][CH:7]=1.N.CO. The catalyst is C1COCC1. The product is [Cl:30][C:12]1[N:11]=[C:10]([F:31])[C:9]2[O:8][C:5]3[C:4]([C@@:15]4([CH2:20][CH2:19][O:18][C:17]([NH2:21])=[N:16]4)[C:14]=2[CH:13]=1)=[CH:3][C:2]([NH2:1])=[CH:7][CH:6]=3. The yield is 0.170. (5) The reactants are [Br:1][C:2]1[CH:3]=[C:4]2[C:8](=[C:9]([C:11]([O:13]C)=[O:12])[CH:10]=1)[NH:7][CH:6]=[C:5]2[CH2:15][CH:16]1[CH2:21][CH2:20][S:19](=[O:23])(=[O:22])[CH2:18][CH2:17]1.[Li+].[OH-]. The catalyst is CO. The product is [Br:1][C:2]1[CH:3]=[C:4]2[C:8](=[C:9]([C:11]([OH:13])=[O:12])[CH:10]=1)[NH:7][CH:6]=[C:5]2[CH2:15][CH:16]1[CH2:17][CH2:18][S:19](=[O:22])(=[O:23])[CH2:20][CH2:21]1. The yield is 0.960. (6) The reactants are [Cl:1][C:2]1[N:3]=[C:4]([C:9]([NH:11][C@H:12]2[CH2:17][CH2:16][N:15]([C:18]3[S:19][C:20]([C:25]([O:27][CH2:28][CH3:29])=[O:26])=[C:21]([CH:23]=[O:24])[N:22]=3)[CH2:14][C@H:13]2[O:30][CH2:31][CH2:32][CH3:33])=[O:10])[NH:5][C:6]=1[CH2:7][CH3:8].Cl([O-])=[O:35].[Na+].P([O-])(O)(O)=O.[Na+].CC(=CC)C. No catalyst specified. The product is [Cl:1][C:2]1[N:3]=[C:4]([C:9]([NH:11][C@H:12]2[CH2:17][CH2:16][N:15]([C:18]3[S:19][C:20]([C:25]([O:27][CH2:28][CH3:29])=[O:26])=[C:21]([C:23]([OH:35])=[O:24])[N:22]=3)[CH2:14][C@H:13]2[O:30][CH2:31][CH2:32][CH3:33])=[O:10])[NH:5][C:6]=1[CH2:7][CH3:8]. The yield is 0.970.